Dataset: Full USPTO retrosynthesis dataset with 1.9M reactions from patents (1976-2016). Task: Predict the reactants needed to synthesize the given product. Given the product [CH2:1]=[C:2]1[CH2:7][CH:6]([CH3:8])[O:5][C:3]1=[O:4].[C:8]([OH:12])(=[O:11])[CH:9]=[CH2:10], predict the reactants needed to synthesize it. The reactants are: [CH2:1]=[C:2]1[CH2:7][CH2:6][O:5][C:3]1=[O:4].[C:8]([OH:12])(=[O:11])[CH:9]=[CH2:10].